This data is from Full USPTO retrosynthesis dataset with 1.9M reactions from patents (1976-2016). The task is: Predict the reactants needed to synthesize the given product. (1) Given the product [OH:17][C@H:10]([C:11]1[CH:12]=[N:13][CH:14]=[CH:15][CH:16]=1)[CH2:9][NH:8][CH2:25][C@H:26]1[CH2:35][CH2:34][C:33]2[C:28](=[CH:29][CH:30]=[C:31]([C:36]3[CH:37]=[C:38]([CH:42]=[CH:43][CH:44]=3)[C:39]([NH:58][S:55]([CH3:54])(=[O:57])=[O:56])=[O:40])[CH:32]=2)[O:27]1, predict the reactants needed to synthesize it. The reactants are: C(OC([N:8]([CH2:25][C@H:26]1[CH2:35][CH2:34][C:33]2[C:28](=[CH:29][CH:30]=[C:31]([C:36]3[CH:37]=[C:38]([CH:42]=[CH:43][CH:44]=3)[C:39](O)=[O:40])[CH:32]=2)[O:27]1)[CH2:9][C@H:10]([O:17][Si](C(C)(C)C)(C)C)[C:11]1[CH:12]=[N:13][CH:14]=[CH:15][CH:16]=1)=O)(C)(C)C.CN(C1C=CC=CN=1)C.[CH3:54][S:55]([NH2:58])(=[O:57])=[O:56].Cl. (2) Given the product [F:1][C:2]([F:7])([F:6])[C:3]([OH:5])=[O:4].[CH2:38]([S:35]([N:32]1[CH2:31][CH2:30][CH:29]([C:20]2[C:19]3[C:23](=[C:24]([C:26]([NH2:28])=[O:27])[CH:25]=[C:17]([C:14]4[CH:15]=[N:16][C:11]([NH:10][CH:8]([CH3:41])[CH3:9])=[CH:12][CH:13]=4)[CH:18]=3)[NH:22][CH:21]=2)[CH2:34][CH2:33]1)(=[O:36])=[O:37])[CH3:39], predict the reactants needed to synthesize it. The reactants are: [F:1][C:2]([F:7])([F:6])[C:3]([OH:5])=[O:4].[CH2:8]([N:10](C)[C:11]1[N:16]=[CH:15][C:14]([C:17]2[CH:18]=[C:19]3[C:23](=[C:24]([C:26]([NH2:28])=[O:27])[CH:25]=2)[NH:22][CH:21]=[C:20]3[CH:29]2[CH2:34][CH2:33][N:32]([S:35]([CH2:38][CH3:39])(=[O:37])=[O:36])[CH2:31][CH2:30]2)=[CH:13][CH:12]=1)[CH3:9].[CH3:41]NC. (3) The reactants are: [O:1]1[CH2:3][C@@H:2]1[CH2:4][O:5][C:6]1[CH:7]=[CH:8][C:9]2[S:13][C:12]([CH3:14])=[N:11][C:10]=2[CH:15]=1.[N:16]1([C:22]([O:24][C:25]([CH3:28])([CH3:27])[CH3:26])=[O:23])[CH2:21][CH2:20][NH:19][CH2:18][CH2:17]1.[Yb]. Given the product [CH3:14][C:12]1[S:13][C:9]2[CH:8]=[CH:7][C:6]([O:5][CH2:4][C@H:2]([OH:1])[CH2:3][CH3:17])=[CH:15][C:10]=2[N:11]=1.[N:16]1([C:22]([O:24][C:25]([CH3:28])([CH3:27])[CH3:26])=[O:23])[CH2:21][CH2:20][NH:19][CH2:18][CH2:17]1, predict the reactants needed to synthesize it. (4) The reactants are: [Cl:1][C:2]1[CH:7]=[C:6]([CH3:8])[CH:5]=[CH:4][C:3]=1[C:9]([F:12])([F:11])[F:10].[Br:13]N1C(=O)CCC1=O.C(OOC(=O)C1C=CC=CC=1)(=O)C1C=CC=CC=1. Given the product [Cl:1][C:2]1[CH:7]=[C:6]([CH:5]=[CH:4][C:3]=1[C:9]([F:10])([F:11])[F:12])[CH2:8][Br:13], predict the reactants needed to synthesize it. (5) Given the product [C:27](=[N:40][NH:41][C:25]1[CH:24]=[CH:23][S:22][C:21]=1[C:19]([C:11]1[N:10]([CH2:9][O:8][CH2:1][C:2]2[CH:7]=[CH:6][CH:5]=[CH:4][CH:3]=2)[C:14]2[CH:15]=[CH:16][CH:17]=[CH:18][C:13]=2[N:12]=1)=[O:20])([C:34]1[CH:35]=[CH:36][CH:37]=[CH:38][CH:39]=1)[C:28]1[CH:33]=[CH:32][CH:31]=[CH:30][CH:29]=1, predict the reactants needed to synthesize it. The reactants are: [CH2:1]([O:8][CH2:9][N:10]1[C:14]2[CH:15]=[CH:16][CH:17]=[CH:18][C:13]=2[N:12]=[C:11]1[C:19]([C:21]1[S:22][CH:23]=[CH:24][C:25]=1Br)=[O:20])[C:2]1[CH:7]=[CH:6][CH:5]=[CH:4][CH:3]=1.[C:27](=[N:40][NH2:41])([C:34]1[CH:39]=[CH:38][CH:37]=[CH:36][CH:35]=1)[C:28]1[CH:33]=[CH:32][CH:31]=[CH:30][CH:29]=1.C(=O)([O-])[O-].[Cs+].[Cs+].C1(C)C=CC=CC=1. (6) Given the product [F:12][C:13]1[CH:20]=[CH:19][C:16]([CH2:17][NH:18][C:1](=[O:3])[CH3:2])=[CH:15][CH:14]=1, predict the reactants needed to synthesize it. The reactants are: [C:1](Cl)(=[O:3])[CH3:2].C(N(CC)CC)C.[F:12][C:13]1[CH:20]=[CH:19][C:16]([CH2:17][NH2:18])=[CH:15][CH:14]=1.O. (7) The reactants are: Cl[C:2]1[C:11]2=[N:12][N:13](CC3C=CC(OC)=CC=3)[CH:14]=[C:10]2[C:9]2[CH:8]=[CH:7][CH:6]=[CH:5][C:4]=2[N:3]=1.[NH:24]1[C:32]2[C:27](=[CH:28][C:29]([NH2:33])=[CH:30][CH:31]=2)[CH:26]=[CH:25]1.Cl. Given the product [NH:24]1[C:32]2[C:27](=[CH:28][C:29]([NH:33][C:2]3[C:11]4=[N:12][NH:13][CH:14]=[C:10]4[C:9]4[CH:8]=[CH:7][CH:6]=[CH:5][C:4]=4[N:3]=3)=[CH:30][CH:31]=2)[CH:26]=[CH:25]1, predict the reactants needed to synthesize it.